Dataset: Peptide-MHC class I binding affinity with 185,985 pairs from IEDB/IMGT. Task: Regression. Given a peptide amino acid sequence and an MHC pseudo amino acid sequence, predict their binding affinity value. This is MHC class I binding data. (1) The peptide sequence is FHRKKTDAL. The MHC is HLA-A03:01 with pseudo-sequence HLA-A03:01. The binding affinity (normalized) is 0.0847. (2) The peptide sequence is AYIDNYNKV. The MHC is HLA-B40:02 with pseudo-sequence HLA-B40:02. The binding affinity (normalized) is 0. (3) The peptide sequence is INISGYNF. The MHC is H-2-Kb with pseudo-sequence H-2-Kb. The binding affinity (normalized) is 0.454. (4) The peptide sequence is KMNAKAATL. The MHC is HLA-E01:03 with pseudo-sequence HLA-E01:03. The binding affinity (normalized) is 0.111. (5) The peptide sequence is MRDLRQHEV. The MHC is HLA-B46:01 with pseudo-sequence HLA-B46:01. The binding affinity (normalized) is 0.0847. (6) The peptide sequence is HYIHCFRKPH. The MHC is HLA-A33:01 with pseudo-sequence HLA-A33:01. The binding affinity (normalized) is 0.410. (7) The peptide sequence is EFIPNLFCM. The MHC is HLA-A30:01 with pseudo-sequence HLA-A30:01. The binding affinity (normalized) is 0.213. (8) The peptide sequence is ALASAAAAV. The MHC is HLA-A02:03 with pseudo-sequence HLA-A02:03. The binding affinity (normalized) is 0.718. (9) The peptide sequence is MSFRDLGRV. The MHC is HLA-A68:02 with pseudo-sequence HLA-A68:02. The binding affinity (normalized) is 0.725.